This data is from Forward reaction prediction with 1.9M reactions from USPTO patents (1976-2016). The task is: Predict the product of the given reaction. (1) Given the reactants C(N(CC)CC)C.[CH3:8][C@:9]12[C:15]([CH3:17])([CH3:16])[C@H:12]([CH2:13][CH2:14]1)[CH:11]([C:18](Cl)=[O:19])[C:10]2=O.C(O[C:27]([N:29](C)[NH:30][C:31]1[CH:36]=[CH:35][C:34]([C:37]([F:40])([F:39])[F:38])=[CH:33][C:32]=1[C:41]([F:44])([F:43])[F:42])=O)(C)(C)C.Cl.O1CCOCC1, predict the reaction product. The product is: [F:42][C:41]([F:43])([F:44])[C:32]1[CH:33]=[C:34]([C:37]([F:40])([F:39])[F:38])[CH:35]=[CH:36][C:31]=1[N:30]1[C:18](=[O:19])[C:11]2[C@@H:12]3[C:15]([CH3:17])([CH3:16])[C@@:9]([CH3:8])([CH2:14][CH2:13]3)[C:10]=2[N:29]1[CH3:27]. (2) Given the reactants [CH2:1]([NH:18][S:19]([C:22]1[CH:27]=[CH:26][C:25]([O:28][CH3:29])=[C:24]([O:30][CH3:31])[CH:23]=1)(=[O:21])=[O:20])[CH:2]([NH:4][S:5]([C:8]1[CH:13]=[CH:12][C:11]([O:14][CH3:15])=[C:10]([O:16][CH3:17])[CH:9]=1)(=[O:7])=[O:6])[CH3:3].C([O-])([O-])=O.[K+].[K+].Br[CH2:39][CH2:40][CH2:41]Br, predict the reaction product. The product is: [CH3:17][O:16][C:10]1[CH:9]=[C:8]([S:5]([N:4]2[CH2:41][CH2:40][CH2:39][N:18]([S:19]([C:22]3[CH:27]=[CH:26][C:25]([O:28][CH3:29])=[C:24]([O:30][CH3:31])[CH:23]=3)(=[O:21])=[O:20])[CH2:1][CH:2]2[CH3:3])(=[O:7])=[O:6])[CH:13]=[CH:12][C:11]=1[O:14][CH3:15]. (3) Given the reactants Br[C:2]1[CH:3]=[CH:4][C:5]2[N:9]=[C:8]([O:10][CH2:11][CH2:12][F:13])[N:7]([C:14]3[CH:19]=[CH:18][N:17]=[C:16]([NH2:20])[N:15]=3)[C:6]=2[CH:21]=1.[C:22]([Si:24]([CH3:27])([CH3:26])[CH3:25])#[CH:23].C(N(CC)CC)C, predict the reaction product. The product is: [F:13][CH2:12][CH2:11][O:10][C:8]1[N:7]([C:14]2[CH:19]=[CH:18][N:17]=[C:16]([NH2:20])[N:15]=2)[C:6]2[CH:21]=[C:2]([C:23]#[C:22][Si:24]([CH3:27])([CH3:26])[CH3:25])[CH:3]=[CH:4][C:5]=2[N:9]=1.